This data is from Forward reaction prediction with 1.9M reactions from USPTO patents (1976-2016). The task is: Predict the product of the given reaction. Given the reactants [F:1][C:2]1[C:7]2[N:8]=[CH:9][S:10][C:6]=2[CH:5]=[C:4]([C:11](O)=[O:12])[C:3]=1[NH:14][C:15]1[CH:20]=[CH:19][C:18]([Br:21])=[CH:17][C:16]=1[Cl:22].C1C=CC2N(O)N=NC=2C=1.CCN=C=NCCCN(C)C.[CH:44]([O:46][CH2:47][CH2:48][O:49][NH2:50])=[CH2:45].[NH4+].[Cl-], predict the reaction product. The product is: [F:1][C:2]1[C:7]2[N:8]=[CH:9][S:10][C:6]=2[CH:5]=[C:4]([C:11]([NH:50][O:49][CH2:48][CH2:47][O:46][CH:44]=[CH2:45])=[O:12])[C:3]=1[NH:14][C:15]1[CH:20]=[CH:19][C:18]([Br:21])=[CH:17][C:16]=1[Cl:22].